From a dataset of Peptide-MHC class II binding affinity with 134,281 pairs from IEDB. Regression. Given a peptide amino acid sequence and an MHC pseudo amino acid sequence, predict their binding affinity value. This is MHC class II binding data. The peptide sequence is TASDFWGGAGSAACQ. The MHC is HLA-DQA10501-DQB10201 with pseudo-sequence HLA-DQA10501-DQB10201. The binding affinity (normalized) is 0.142.